Dataset: Tyrosyl-DNA phosphodiesterase HTS with 341,365 compounds. Task: Binary Classification. Given a drug SMILES string, predict its activity (active/inactive) in a high-throughput screening assay against a specified biological target. The molecule is S(CC(=O)NCC1OCCC1)c1n(nnn1)c1c(ccc(c1)C)C. The result is 0 (inactive).